This data is from Full USPTO retrosynthesis dataset with 1.9M reactions from patents (1976-2016). The task is: Predict the reactants needed to synthesize the given product. (1) The reactants are: [CH3:1][O:2][C:3]1[CH:27]=[CH:26][C:6]([CH2:7][N:8]2[CH:17]=[C:16]3[C:10]([N:11]([CH2:22][CH2:23][O:24][CH3:25])[CH2:12][CH2:13][C:14]4[S:20][C:19]([NH2:21])=[N:18][C:15]=43)=[N:9]2)=[CH:5][CH:4]=1.Cl[C:29]1[N:34]=[C:33]([CH3:35])[C:32]([F:36])=[CH:31][N:30]=1.C([O-])([O-])=O.[Cs+].[Cs+].CC1(C)C2C(=C(P(C3C=CC=CC=3)C3C=CC=CC=3)C=CC=2)OC2C(P(C3C=CC=CC=3)C3C=CC=CC=3)=CC=CC1=2. Given the product [F:36][C:32]1[C:33]([CH3:35])=[N:34][C:29]([NH:21][C:19]2[S:20][C:14]3[CH2:13][CH2:12][N:11]([CH2:22][CH2:23][O:24][CH3:25])[C:10]4=[N:9][N:8]([CH2:7][C:6]5[CH:5]=[CH:4][C:3]([O:2][CH3:1])=[CH:27][CH:26]=5)[CH:17]=[C:16]4[C:15]=3[N:18]=2)=[N:30][CH:31]=1, predict the reactants needed to synthesize it. (2) Given the product [Br:24][C:5]1[S:1][C:2]([C:6]2([OH:16])[CH2:7][CH2:8][C:9]3([O:13][CH2:12][CH2:11][O:10]3)[CH2:14][CH2:15]2)=[N:3][CH:4]=1, predict the reactants needed to synthesize it. The reactants are: [S:1]1[CH:5]=[CH:4][N:3]=[C:2]1[C:6]1([OH:16])[CH2:15][CH2:14][C:9]2([O:13][CH2:12][CH2:11][O:10]2)[CH2:8][CH2:7]1.C1C(=O)N([Br:24])C(=O)C1.O.[O-]S([O-])=O.[Na+].[Na+]. (3) Given the product [F:20][C:17]1([F:21])[CH2:18][CH2:19][N:14]([C:12]2[CH:11]=[C:10]([CH2:22][S:23][C:24]3[O:25][C:26]([CH3:30])=[C:27]([CH3:29])[N:28]=3)[N:9]=[C:8]([NH:7][CH2:6][CH2:34][S:36]([CH3:39])(=[O:38])=[O:37])[CH:13]=2)[CH2:15][CH2:16]1, predict the reactants needed to synthesize it. The reactants are: C(O[C:6](=O)[NH:7][C:8]1[CH:13]=[C:12]([N:14]2[CH2:19][CH2:18][C:17]([F:21])([F:20])[CH2:16][CH2:15]2)[CH:11]=[C:10]([CH2:22][S:23][C:24]2[O:25][C:26]([CH3:30])=[C:27]([CH3:29])[N:28]=2)[N:9]=1)(C)(C)C.[H-].[Na+].[CH:34]([S:36]([CH3:39])(=[O:38])=[O:37])=C.[Cl-].[NH4+]. (4) Given the product [OH:2][C:3]1[CH:4]=[CH:5][C:6]([CH:9]2[CH2:11][CH:10]2[C:12]([O:14][CH2:15][CH3:16])=[O:13])=[CH:7][CH:8]=1, predict the reactants needed to synthesize it. The reactants are: C[O:2][C:3]1[CH:8]=[CH:7][C:6]([CH:9]2[CH2:11][CH:10]2[C:12]([O:14][CH2:15][CH3:16])=[O:13])=[CH:5][CH:4]=1.B(Br)(Br)Br. (5) Given the product [Cl:1][C:2]1[CH:7]=[CH:6][C:5]([N:8]([CH3:10])[CH3:9])=[CH:4][C:3]=1[N:11]([S:26]([C:29]1[CH:34]=[CH:33][C:32]([O:35][CH3:36])=[C:31]([O:37][CH3:38])[CH:30]=1)(=[O:28])=[O:27])[CH2:12][C:13]([N:15]([CH2:24][CH3:25])[CH2:16][C:17]1[CH:22]=[N:21][CH:20]=[C:19]([CH3:23])[N:18]=1)=[S:40], predict the reactants needed to synthesize it. The reactants are: [Cl:1][C:2]1[CH:7]=[CH:6][C:5]([N:8]([CH3:10])[CH3:9])=[CH:4][C:3]=1[N:11]([S:26]([C:29]1[CH:34]=[CH:33][C:32]([O:35][CH3:36])=[C:31]([O:37][CH3:38])[CH:30]=1)(=[O:28])=[O:27])[CH2:12][C:13]([N:15]([CH2:24][CH3:25])[CH2:16][C:17]1[CH:22]=[N:21][CH:20]=[C:19]([CH3:23])[N:18]=1)=O.P12(SP3(SP(SP(S3)(S1)=S)(=S)S2)=S)=[S:40]. (6) Given the product [CH2:1]([O:3][C:4]([C@@H:6]1[N:10]([CH3:11])[C:9](=[O:12])[CH2:8][C@@H:7]1[C:13]1[CH:18]=[CH:17][C:16]([OH:21])=[CH:15][CH:14]=1)=[O:5])[CH3:2], predict the reactants needed to synthesize it. The reactants are: [CH2:1]([O:3][C:4]([C@@H:6]1[N:10]([CH3:11])[C:9](=[O:12])[CH2:8][C@@H:7]1[C:13]1[CH:18]=[CH:17][C:16](N)=[CH:15][CH:14]=1)=[O:5])[CH3:2].N([O-])=[O:21].[Na+].OS(O)(=O)=O.